From a dataset of Full USPTO retrosynthesis dataset with 1.9M reactions from patents (1976-2016). Predict the reactants needed to synthesize the given product. (1) Given the product [C:1]1([C:21]2[CH:26]=[CH:25][CH:24]=[CH:23][CH:22]=2)[CH:2]=[CH:3][C:4]([O:7][CH2:8][C:9]([NH:11][C:12]2[C:13]([C:17]([OH:19])=[O:18])=[CH:14][S:15][CH:16]=2)=[O:10])=[CH:5][CH:6]=1, predict the reactants needed to synthesize it. The reactants are: [C:1]1([C:21]2[CH:26]=[CH:25][CH:24]=[CH:23][CH:22]=2)[CH:6]=[CH:5][C:4]([O:7][CH2:8][C:9]([NH:11][C:12]2[C:13]([C:17]([O:19]C)=[O:18])=[CH:14][S:15][CH:16]=2)=[O:10])=[CH:3][CH:2]=1.Cl.N1C=CC=CC=1.Cl. (2) Given the product [ClH:1].[OH:2][CH:3]([C:11]1[CH:12]=[C:13]2[C:14](=[CH:19][CH:20]=1)[C:15](=[O:18])[O:16][CH2:17][CH2:23]2)[CH2:4][N:5]1[CH2:6][CH2:7][NH:8][CH2:9][CH2:10]1, predict the reactants needed to synthesize it. The reactants are: [Cl-:1].[OH:2][CH:3]([C:11]1[CH:20]=[CH:19][C:14]2[C:15](=[O:18])[O:16][CH2:17][C:13]=2[C:12]=1C)[CH2:4][NH+:5]1[CH2:10][CH2:9][NH:8][CH2:7][CH2:6]1.O1C[CH:23]1C1C=C2C(=CC=1)C(=O)OCC2.N1(C(OCCCC)=O)CCNCC1. (3) The reactants are: [Cl:1][C:2]1[CH:7]=[CH:6][C:5]([C:8]2([OH:14])[CH2:13][CH2:12][NH:11][CH2:10][CH2:9]2)=[C:4]([CH3:15])[CH:3]=1.N1C(C)=CC=CC=1C.[I-].[K+].Br[CH2:27][CH2:28][CH:29]=[C:30]1[C:36]2[CH:37]=[CH:38][CH:39]=[N:40][C:35]=2[CH2:34][O:33][C:32]2[CH:41]=[CH:42][C:43]([C:45]([OH:48])([CH3:47])[CH3:46])=[CH:44][C:31]1=2. Given the product [Cl:1][C:2]1[CH:7]=[CH:6][C:5]([C:8]2([OH:14])[CH2:9][CH2:10][N:11]([CH2:27][CH2:28][CH:29]=[C:30]3[C:36]4[CH:37]=[CH:38][CH:39]=[N:40][C:35]=4[CH2:34][O:33][C:32]4[CH:41]=[CH:42][C:43]([C:45]([OH:48])([CH3:47])[CH3:46])=[CH:44][C:31]3=4)[CH2:12][CH2:13]2)=[C:4]([CH3:15])[CH:3]=1, predict the reactants needed to synthesize it. (4) Given the product [Br:1][C:2]1[N:7]=[CH:6][C:5]([CH2:8][CH2:9][N:10]([CH2:11][CH2:12][O:13][CH3:14])[C:15](=[O:16])[O:17][C:18]([CH3:21])([CH3:20])[CH3:19])=[CH:4][CH:3]=1, predict the reactants needed to synthesize it. The reactants are: [Br:1][C:2]1[N:7]=[CH:6][C:5]([CH2:8][CH2:9][NH:10][CH2:11][CH2:12][O:13][CH3:14])=[CH:4][CH:3]=1.[C:15](O[C:15]([O:17][C:18]([CH3:21])([CH3:20])[CH3:19])=[O:16])([O:17][C:18]([CH3:21])([CH3:20])[CH3:19])=[O:16]. (5) The reactants are: [CH:1]([C:3]1[CH:4]=[N:5][N:6]([CH2:8][C:9]([O:11]C(C)(C)C)=[O:10])[CH:7]=1)=[O:2].Cl. Given the product [CH:1]([C:3]1[CH:4]=[N:5][N:6]([CH2:8][C:9]([OH:11])=[O:10])[CH:7]=1)=[O:2], predict the reactants needed to synthesize it. (6) Given the product [CH3:46][C:43]([CH3:44])([O:42][C:40]([NH:8][C@H:7]([CH2:9][C:10]1[CH:15]=[C:14]([F:16])[C:13]([F:17])=[CH:12][C:11]=1[F:18])[CH2:6][C:47]([OH:50])=[O:49])=[O:41])[CH3:45], predict the reactants needed to synthesize it. The reactants are: COC1[C@H](C(C)C)N=[C:6](OC)[C@@H:7]([CH2:9][C:10]2[CH:15]=[C:14]([F:16])[C:13]([F:17])=[CH:12][C:11]=2[F:18])[N:8]=1.Cl.C(N(CC)CC)C.[C:43]([O:42][C:40](O[C:40]([O:42][C:43]([CH3:46])([CH3:45])[CH3:44])=[O:41])=[O:41])([CH3:46])([CH3:45])[CH3:44].[C:47]([O:50]CC)(=[O:49])C. (7) Given the product [CH2:1]([O:8][C:9]1[CH:10]=[CH:11][C:12]([C:15](=[O:17])[CH2:16][Br:18])=[CH:13][CH:14]=1)[C:2]1[CH:3]=[CH:4][CH:5]=[CH:6][CH:7]=1, predict the reactants needed to synthesize it. The reactants are: [CH2:1]([O:8][C:9]1[CH:14]=[CH:13][C:12]([C:15](=[O:17])[CH3:16])=[CH:11][CH:10]=1)[C:2]1[CH:7]=[CH:6][CH:5]=[CH:4][CH:3]=1.[Br:18]Br. (8) Given the product [Cl:14][C:12]1[C:9]([C:10]#[N:11])=[C:8]([CH:15]2[O:19][C:18](=[O:20])[NH:17][CH2:16]2)[C:7]([O:21][CH2:22][CH3:23])=[C:6]([CH:3]([OH:5])[CH3:4])[CH:13]=1, predict the reactants needed to synthesize it. The reactants are: [BH4-].[Na+].[C:3]([C:6]1[CH:13]=[C:12]([Cl:14])[C:9]([C:10]#[N:11])=[C:8]([CH:15]2[O:19][C:18](=[O:20])[NH:17][CH2:16]2)[C:7]=1[O:21][CH2:22][CH3:23])(=[O:5])[CH3:4].CO. (9) Given the product [OH:38][CH2:37][CH2:36][O:1][C:2]1[CH:3]=[C:4]([C:11]2[C:12](=[O:28])[N:13]([CH3:27])[C:14](=[O:26])[C:15]=2[C:16]2[C:24]3[C:19](=[CH:20][CH:21]=[CH:22][CH:23]=3)[N:18]([CH3:25])[CH:17]=2)[C:5]2[O:9][CH:8]=[CH:7][C:6]=2[CH:10]=1, predict the reactants needed to synthesize it. The reactants are: [OH:1][C:2]1[CH:3]=[C:4]([C:11]2[C:12](=[O:28])[N:13]([CH3:27])[C:14](=[O:26])[C:15]=2[C:16]2[C:24]3[C:19](=[CH:20][CH:21]=[CH:22][CH:23]=3)[N:18]([CH3:25])[CH:17]=2)[C:5]2[O:9][CH:8]=[CH:7][C:6]=2[CH:10]=1.C(=O)([O-])[O-].[K+].[K+].Br[CH2:36][CH2:37][O:38]C1CCCCO1. (10) Given the product [F:17][C:18]([F:23])([F:22])[C:19]([OH:21])=[O:20].[NH2:4][C@H:3]([C:1]#[CH:2])[CH2:7][OH:6], predict the reactants needed to synthesize it. The reactants are: [C:1]([C@@H:3]1[CH2:7][O:6]C(C)(C)[N:4]1C(OC(C)(C)C)=O)#[CH:2].[F:17][C:18]([F:23])([F:22])[C:19]([OH:21])=[O:20].